This data is from Forward reaction prediction with 1.9M reactions from USPTO patents (1976-2016). The task is: Predict the product of the given reaction. (1) Given the reactants Cl[C:2]1[N:7]=[C:6]([C:8]([O:10][CH3:11])=[O:9])[C:5]([CH3:12])=[CH:4][CH:3]=1.[C:13]1(B(O)O)[CH:18]=[CH:17][CH:16]=[CH:15][CH:14]=1.C([O-])([O-])=O.[K+].[K+].C(Cl)Cl, predict the reaction product. The product is: [CH3:12][C:5]1[C:6]([C:8]([O:10][CH3:11])=[O:9])=[N:7][C:2]([C:13]2[CH:18]=[CH:17][CH:16]=[CH:15][CH:14]=2)=[CH:3][CH:4]=1. (2) Given the reactants [Br:1][C:2]1[CH:3]=[C:4]([C:11]([NH:13][NH:14][C:15](=[O:23])[CH2:16][N:17]2[CH2:22][CH2:21][O:20][CH2:19][CH2:18]2)=[O:12])[C:5]2[CH:6]=[N:7][NH:8][C:9]=2[CH:10]=1.[O:24]1[CH:29]=[CH:28][CH2:27][CH2:26][CH2:25]1.FC(F)(F)C(O)=O, predict the reaction product. The product is: [Br:1][C:2]1[CH:3]=[C:4]([C:11]([NH:13][NH:14][C:15](=[O:23])[CH2:16][N:17]2[CH2:22][CH2:21][O:20][CH2:19][CH2:18]2)=[O:12])[C:5]2[CH:6]=[N:7][N:8]([CH:25]3[CH2:26][CH2:27][CH2:28][CH2:29][O:24]3)[C:9]=2[CH:10]=1.